This data is from Full USPTO retrosynthesis dataset with 1.9M reactions from patents (1976-2016). The task is: Predict the reactants needed to synthesize the given product. (1) Given the product [O:1]([C:8]1[CH:9]=[CH:10][C:11]([CH:14]=[CH:15][C:16]([NH:18][C@H:19]([C:30]([OH:32])=[O:31])[CH2:20][C:21]2[C:29]3[C:24](=[CH:25][CH:26]=[CH:27][CH:28]=3)[NH:23][CH:22]=2)=[O:17])=[CH:12][CH:13]=1)[C:2]1[CH:7]=[CH:6][CH:5]=[CH:4][CH:3]=1, predict the reactants needed to synthesize it. The reactants are: [O:1]([C:8]1[CH:13]=[CH:12][C:11]([CH:14]=[CH:15][C:16]([NH:18][C@H:19]([C:30]([O:32]C)=[O:31])[CH2:20][C:21]2[C:29]3[C:24](=[CH:25][CH:26]=[CH:27][CH:28]=3)[NH:23][CH:22]=2)=[O:17])=[CH:10][CH:9]=1)[C:2]1[CH:7]=[CH:6][CH:5]=[CH:4][CH:3]=1.[OH-].[Na+]. (2) The reactants are: [CH2:1]([C:5]1[N:6]=[C:7]([CH3:27])[NH:8][C:9](=[O:26])[C:10]=1[CH2:11][C:12]1[CH:17]=[CH:16][C:15]([C:18]2[C:19]([C:24]#[N:25])=[CH:20][CH:21]=[CH:22][CH:23]=2)=[CH:14][CH:13]=1)[CH2:2][CH2:3][CH3:4].[H-].[Na+].CN(C)C=O.Br[CH2:36][C:37]1[CH:42]=[CH:41][CH:40]=[C:39]([F:43])[CH:38]=1. Given the product [CH2:1]([C:5]1[N:6]=[C:7]([CH3:27])[N:8]([CH2:36][C:37]2[CH:42]=[CH:41][CH:40]=[C:39]([F:43])[CH:38]=2)[C:9](=[O:26])[C:10]=1[CH2:11][C:12]1[CH:17]=[CH:16][C:15]([C:18]2[C:19]([C:24]#[N:25])=[CH:20][CH:21]=[CH:22][CH:23]=2)=[CH:14][CH:13]=1)[CH2:2][CH2:3][CH3:4], predict the reactants needed to synthesize it. (3) Given the product [Cl:26][C:7]1[CH:6]=[C:5]([O:13][CH3:14])[C:4]2[C:9](=[CH:10][CH:11]=[C:2]([Cl:1])[CH:3]=2)[N:8]=1, predict the reactants needed to synthesize it. The reactants are: [Cl:1][C:2]1[CH:3]=[C:4]2[C:9](=[CH:10][CH:11]=1)[NH:8][C:7](=O)[CH:6]=[C:5]2[O:13][CH3:14].CN(C)C1C=CC=CC=1.P(Cl)(Cl)([Cl:26])=O. (4) Given the product [C:13]([C:12]1[CH:11]=[C:10]([Cl:16])[C:9]([CH3:17])=[C:8]([C:18]#[N:19])[C:7]=1[C:25]1[CH:24]=[C:23]([F:22])[CH:28]=[C:27]([F:29])[CH:26]=1)(=[O:15])[CH3:14], predict the reactants needed to synthesize it. The reactants are: FC(F)(F)S(O[C:7]1[C:12]([C:13](=[O:15])[CH3:14])=[CH:11][C:10]([Cl:16])=[C:9]([CH3:17])[C:8]=1[C:18]#[N:19])(=O)=O.[F:22][C:23]1[CH:24]=[C:25](B(O)O)[CH:26]=[C:27]([F:29])[CH:28]=1.N#N. (5) The reactants are: ClC1C=C(OC2C=CC=CC2(N)F)N=CN=1.[Cl:17][C:18]1[N:23]=[CH:22][N:21]=[C:20]([O:24][C:25]2[CH:30]=[CH:29][C:28]([NH:31]C(NC(=O)CC3C=CC(F)=CC=3)=S)=[CH:27][C:26]=2[F:45])[CH:19]=1.[F:46][C:47]1[CH:52]=[CH:51][C:50]([NH:53][C:54](=[O:59])[CH2:55][C:56]([OH:58])=O)=[CH:49][CH:48]=1.CCN(C(C)C)C(C)C.CN(C(ON1N=NC2C=CC=CC1=2)=[N+](C)C)C.[B-](F)(F)(F)F. Given the product [Cl:17][C:18]1[N:23]=[CH:22][N:21]=[C:20]([O:24][C:25]2[CH:30]=[CH:29][C:28]([NH:31][C:56](=[O:58])[CH2:55][C:54]([NH:53][C:50]3[CH:49]=[CH:48][C:47]([F:46])=[CH:52][CH:51]=3)=[O:59])=[CH:27][C:26]=2[F:45])[CH:19]=1, predict the reactants needed to synthesize it. (6) Given the product [CH3:1][C:2]1[CH:15]=[C:14]([N+:16]([O-:18])=[O:17])[CH:13]=[CH:12][C:3]=1[O:4][C:5]1[CH:10]=[CH:9][N:8]=[C:7]([NH:11][C:27]([N:36]2[CH2:41][CH2:40][O:39][CH2:38][CH2:37]2)=[O:28])[CH:6]=1, predict the reactants needed to synthesize it. The reactants are: [CH3:1][C:2]1[CH:15]=[C:14]([N+:16]([O-:18])=[O:17])[CH:13]=[CH:12][C:3]=1[O:4][C:5]1[CH:10]=[CH:9][N:8]=[C:7]([NH2:11])[CH:6]=1.C(N(CC)CC)C.Cl[C:27](OC1C=CC=CC=1)=[O:28].[NH:36]1[CH2:41][CH2:40][O:39][CH2:38][CH2:37]1. (7) Given the product [CH3:106][O:105][C:104](=[O:107])[NH:103][C@@H:96]([CH:97]1[CH2:98][CH2:99][O:100][CH2:101][CH2:102]1)[C:95]([N:89]1[C@H:88]([C:86]2[NH:85][C:84]3[CH:109]=[C:80]([C:77]4[CH:76]=[CH:75][C:74]5[C:73]6[C:68](=[CH:69][C:70]([C:110]7[NH:114][C:113]([C@@H:115]8[CH2:119][CH2:118][CH2:117][N:116]8[C:48](=[O:61])[C@H:49]([NH:56][C:57]([O:59][CH3:60])=[O:58])[C:50]8[CH:55]=[CH:54][CH:53]=[CH:52][CH:51]=8)=[N:112][CH:111]=7)=[CH:71][CH:72]=6)[C:67]([F:66])([F:120])[C:79]=5[CH:78]=4)[CH:81]=[CH:82][C:83]=3[N:87]=2)[C@H:93]2[CH2:94][C@H:90]1[CH2:91][CH2:92]2)=[O:108], predict the reactants needed to synthesize it. The reactants are: COC(=O)N[C@@H](C(C)C)C(N1[C@H](C2NC(C3C=CC(C4C=CC5C(=CC=C(C6NC([C@@H]7CCCN7[C:48](=[O:61])[C@H:49]([NH:56][C:57]([O:59][CH3:60])=[O:58])[C:50]7[CH:55]=[CH:54][CH:53]=[CH:52][CH:51]=7)=NC=6)C=5)C=4)=CC=3)=CN=2)CC2(OCCO2)C1)=O.[F:66][C:67]1([F:120])[C:79]2[CH:78]=[C:77]([C:80]3[CH:81]=[CH:82][C:83]4[N:87]=[C:86]([C@@H:88]5[C@H:93]6[CH2:94][C@@H:90]([CH2:91][CH2:92]6)[N:89]5[C:95](=[O:108])[C@@H:96]([NH:103][C:104](=[O:107])[O:105][CH3:106])[CH:97]5[CH2:102][CH2:101][O:100][CH2:99][CH2:98]5)[NH:85][C:84]=4[CH:109]=3)[CH:76]=[CH:75][C:74]=2[C:73]2[C:68]1=[CH:69][C:70]([C:110]1[NH:114][C:113]([C@@H:115]3[CH2:119][CH2:118][CH2:117][NH:116]3)=[N:112][CH:111]=1)=[CH:71][CH:72]=2.Cl. (8) Given the product [CH2:1]([C:8]1[CH:9]=[N:10][C:11]2[C:16]([C:17]=1[C:18]1[CH:19]=[C:20]([NH:24][CH2:33][C:32]3[CH:35]=[CH:36][C:37]([O:38][CH3:39])=[C:30]([Cl:29])[CH:31]=3)[CH:21]=[CH:22][CH:23]=1)=[CH:15][CH:14]=[CH:13][C:12]=2[C:25]([F:28])([F:26])[F:27])[C:2]1[CH:3]=[CH:4][CH:5]=[CH:6][CH:7]=1, predict the reactants needed to synthesize it. The reactants are: [CH2:1]([C:8]1[CH:9]=[N:10][C:11]2[C:16]([C:17]=1[C:18]1[CH:19]=[C:20]([NH2:24])[CH:21]=[CH:22][CH:23]=1)=[CH:15][CH:14]=[CH:13][C:12]=2[C:25]([F:28])([F:27])[F:26])[C:2]1[CH:7]=[CH:6][CH:5]=[CH:4][CH:3]=1.[Cl:29][C:30]1[CH:31]=[C:32]([CH:35]=[CH:36][C:37]=1[O:38][CH3:39])[CH:33]=O.